Dataset: Catalyst prediction with 721,799 reactions and 888 catalyst types from USPTO. Task: Predict which catalyst facilitates the given reaction. Reactant: [Cl:1][C:2]1[CH:3]=[C:4]([CH:9]([C:24]([F:27])([F:26])[F:25])/[CH:10]=[CH:11]/[C:12]2[CH:22]=[CH:21][C:15]([C:16]([O:18]CC)=[O:17])=[C:14]([CH3:23])[CH:13]=2)[CH:5]=[C:6]([Cl:8])[CH:7]=1.Cl. Product: [Cl:1][C:2]1[CH:3]=[C:4]([CH:9]([C:24]([F:27])([F:25])[F:26])/[CH:10]=[CH:11]/[C:12]2[CH:22]=[CH:21][C:15]([C:16]([OH:18])=[O:17])=[C:14]([CH3:23])[CH:13]=2)[CH:5]=[C:6]([Cl:8])[CH:7]=1. The catalyst class is: 12.